Dataset: HIV replication inhibition screening data with 41,000+ compounds from the AIDS Antiviral Screen. Task: Binary Classification. Given a drug SMILES string, predict its activity (active/inactive) in a high-throughput screening assay against a specified biological target. (1) The compound is CSc1nc(=N)n(C(=O)c2ccc([N+](=O)[O-])cc2)[nH]1. The result is 0 (inactive). (2) The drug is Nc1cc2cccc[n+]2c2cc(Cl)ccc12.[Cl-]. The result is 0 (inactive).